From a dataset of Orexin1 receptor HTS with 218,158 compounds and 233 confirmed actives. Binary Classification. Given a drug SMILES string, predict its activity (active/inactive) in a high-throughput screening assay against a specified biological target. (1) The compound is S(=O)(=O)(N(C(C(=O)N\N=C1\CCCC1)C)c1ccc(OC)cc1)C. The result is 0 (inactive). (2) The compound is o1c(C(=O)Nc2c(cc(NC(=O)c3ccccc3)nc2)C)ccc1. The result is 0 (inactive). (3) The compound is Fc1c(ccc(c1)C(F)(F)F)C(=O)/C=C\N(C)C. The result is 0 (inactive). (4) The compound is O=C(/N=C(\Nc1nc2c(c(n1)C)cccc2)N)CCC. The result is 0 (inactive). (5) The compound is Clc1cc(S(=O)Cc2oc(C(=O)N3CCN(CC3)c3ncccc3)cc2)ccc1. The result is 0 (inactive).